Dataset: Full USPTO retrosynthesis dataset with 1.9M reactions from patents (1976-2016). Task: Predict the reactants needed to synthesize the given product. (1) Given the product [CH3:33][C:29]1[CH:30]=[C:31]([CH3:32])[C:25]2[O:24][C:23]([NH:22][C:19]3[CH:18]=[CH:17][C:16]([C:15]4[C:8]5[C:9](=[N:10][CH:11]=[N:12][C:7]=5[NH2:6])[N:13]([CH:34]5[CH2:35][CH2:36][C:37](=[CH2:1])[CH2:38][CH2:39]5)[N:14]=4)=[CH:21][CH:20]=3)=[N:27][C:26]=2[CH:28]=1, predict the reactants needed to synthesize it. The reactants are: [CH2:1]([Li])CCC.[NH2:6][C:7]1[N:12]=[CH:11][N:10]=[C:9]2[N:13]([CH:34]3[CH2:39][CH2:38][C:37](=O)[CH2:36][CH2:35]3)[N:14]=[C:15]([C:16]3[CH:21]=[CH:20][C:19]([NH:22][C:23]4[O:24][C:25]5[C:31]([CH3:32])=[CH:30][C:29]([CH3:33])=[CH:28][C:26]=5[N:27]=4)=[CH:18][CH:17]=3)[C:8]=12. (2) Given the product [Cl:1][C:2]1[CH:3]=[CH:4][C:5]2[N:6]([CH:8]=[C:9]([NH2:11])[N:10]=2)[N:7]=1, predict the reactants needed to synthesize it. The reactants are: [Cl:1][C:2]1[CH:3]=[CH:4][C:5]2[N:6]([CH:8]=[C:9]([NH:11]C(=O)C(F)(F)F)[N:10]=2)[N:7]=1.C1COCC1.CO.C(=O)([O-])[O-].[K+].[K+]. (3) Given the product [NH2:30][C:22]1[CH:23]=[C:24]([CH:28]=[CH:29][C:21]=1[NH:20][C:17]1[CH:18]=[CH:19][C:14]([O:13][CH2:6][C:7]2[CH:8]=[CH:9][CH:10]=[CH:11][CH:12]=2)=[CH:15][CH:16]=1)[C:25]([OH:27])=[O:26], predict the reactants needed to synthesize it. The reactants are: O.O.Cl[Sn]Cl.[CH2:6]([O:13][C:14]1[CH:19]=[CH:18][C:17]([NH:20][C:21]2[CH:29]=[CH:28][C:24]([C:25]([OH:27])=[O:26])=[CH:23][C:22]=2[N+:30]([O-])=O)=[CH:16][CH:15]=1)[C:7]1[CH:12]=[CH:11][CH:10]=[CH:9][CH:8]=1.[OH-].[Na+]. (4) The reactants are: [C:1]([CH:4]([C:7]1[CH:12]=[CH:11][CH:10]=[CH:9][CH:8]=1)[C:5]#[N:6])(=[O:3])[CH3:2].[Cl:13][C:14]1[CH:21]=[CH:20][C:17]([CH2:18]Br)=[CH:16][CH:15]=1.C(=O)([O-])[O-].[Cs+].[Cs+].C(OCC)(=O)C. Given the product [Cl:13][C:14]1[CH:21]=[CH:20][C:17]([CH2:18][C:4]([C:5]#[N:6])([C:7]2[CH:12]=[CH:11][CH:10]=[CH:9][CH:8]=2)[C:1](=[O:3])[CH3:2])=[CH:16][CH:15]=1, predict the reactants needed to synthesize it.